Predict the reaction yield, written as a fraction of the theoretical maximum amount of product (1.0 means a 100% yield; for example, 0.34 means a 34% yield). From a dataset of Reaction yield outcomes from USPTO patents with 853,638 reactions. (1) The reactants are [Cl:1][C:2]1[N:7]=[C:6]([NH2:8])[C:5]([N+:9]([O-:11])=[O:10])=[CH:4][CH:3]=1.[I:12]I. The catalyst is C(O)C.O.[O-]S([O-])(=O)=O.[Ag+].[Ag+]. The product is [Cl:1][C:2]1[N:7]=[C:6]([NH2:8])[C:5]([N+:9]([O-:11])=[O:10])=[CH:4][C:3]=1[I:12]. The yield is 0.590. (2) The reactants are C(C1C=CC(C(NC2C=CC(C3C=C4C(CN([C@@H](C(C)C)C(O)=O)C4=O)=CC=3)=NC=2)=O)=CC=1)(C)(C)C.[CH2:37]([O:41][C:42]1[CH:74]=[CH:73][C:45]([C:46]([NH:48][C:49]2[N:50]=[CH:51][C:52]([C:55]3[CH:63]=[C:62]4[C:58]([CH2:59][N:60]([C@@H:65]([CH:70]([CH3:72])[CH3:71])[C:66]([O:68]C)=[O:67])[C:61]4=[O:64])=[CH:57][CH:56]=3)=[N:53][CH:54]=2)=[O:47])=[CH:44][CH:43]=1)[CH2:38][CH2:39][CH3:40]. No catalyst specified. The product is [CH2:37]([O:41][C:42]1[CH:74]=[CH:73][C:45]([C:46]([NH:48][C:49]2[N:50]=[CH:51][C:52]([C:55]3[CH:63]=[C:62]4[C:58]([CH2:59][N:60]([C@@H:65]([CH:70]([CH3:71])[CH3:72])[C:66]([OH:68])=[O:67])[C:61]4=[O:64])=[CH:57][CH:56]=3)=[N:53][CH:54]=2)=[O:47])=[CH:44][CH:43]=1)[CH2:38][CH2:39][CH3:40]. The yield is 0.770. (3) The reactants are [CH3:1][C:2]1[O:6][N:5]=[C:4]([C:7]2[CH:12]=[CH:11][CH:10]=[CH:9][CH:8]=2)[C:3]=1[CH2:13][O:14][C:15]1[CH:23]=[C:22]([C:24]([F:27])([F:26])[F:25])[C:18]([C:19](O)=[O:20])=[CH:17][N:16]=1.[NH2:28][CH:29]1[CH2:34][CH2:33][O:32][CH2:31][CH2:30]1. No catalyst specified. The product is [CH3:1][C:2]1[O:6][N:5]=[C:4]([C:7]2[CH:12]=[CH:11][CH:10]=[CH:9][CH:8]=2)[C:3]=1[CH2:13][O:14][C:15]1[CH:23]=[C:22]([C:24]([F:27])([F:25])[F:26])[C:18]([C:19]([NH:28][CH:29]2[CH2:34][CH2:33][O:32][CH2:31][CH2:30]2)=[O:20])=[CH:17][N:16]=1. The yield is 0.450. (4) The reactants are Cl[C:2]1[N:7]=[CH:6][N:5]=[C:4]([NH:8][CH2:9][CH:10]([C:12]2[CH:17]=[CH:16][CH:15]=[CH:14][C:13]=2[O:18][CH3:19])[CH3:11])[CH:3]=1.[CH3:20][N:21]1[CH2:26][CH2:25][N:24]([C:27]2[CH:32]=[CH:31][C:30](B3OC(C)(C)C(C)(C)O3)=[CH:29][N:28]=2)[CH2:23][CH2:22]1.C1(P(C2CCCCC2)C2C=CC=CC=2C2C(OC)=C(S(O[Na])(=O)=O)C=CC=2OC)CCCCC1.C([O-])([O-])=O.[Na+].[Na+]. The catalyst is CC(O)C.CC([O-])=O.CC([O-])=O.[Pd+2]. The product is [CH3:19][O:18][C:13]1[CH:14]=[CH:15][CH:16]=[CH:17][C:12]=1[CH:10]([CH3:11])[CH2:9][NH:8][C:4]1[CH:3]=[C:2]([C:30]2[CH:29]=[N:28][C:27]([N:24]3[CH2:23][CH2:22][N:21]([CH3:20])[CH2:26][CH2:25]3)=[CH:32][CH:31]=2)[N:7]=[CH:6][N:5]=1. The yield is 0.420. (5) The reactants are [F:1][C:2]1[CH:3]=[C:4]2[C:9](=[CH:10][CH:11]=1)[O:8][C@H:7]([CH3:12])[CH2:6][C:5]2=[O:13].Cl.NO.C([O-])([O-])=[O:18].[K+].[K+]. The catalyst is O. The product is [F:1][C:2]1[CH:11]=[CH:10][C:9]([O:8][C@H:7]([CH3:12])[CH2:6][C:5]([OH:13])=[O:18])=[CH:4][CH:3]=1. The yield is 0.840.